From a dataset of Reaction yield outcomes from USPTO patents with 853,638 reactions. Predict the reaction yield, written as a fraction of the theoretical maximum amount of product (1.0 means a 100% yield; for example, 0.34 means a 34% yield). (1) The reactants are [N+:1]([C:4]1[CH:12]=[C:8]([C:9]([OH:11])=O)[C:7]([OH:13])=[CH:6][CH:5]=1)([O-:3])=[O:2].[Cl:14][C:15]1[CH:21]=[CH:20][C:19]([C:22]([F:25])([F:24])[F:23])=[CH:18][C:16]=1[NH2:17]. No catalyst specified. The product is [Cl:14][C:15]1[CH:21]=[CH:20][C:19]([C:22]([F:24])([F:25])[F:23])=[CH:18][C:16]=1[NH:17][C:9](=[O:11])[C:8]1[CH:12]=[C:4]([N+:1]([O-:3])=[O:2])[CH:5]=[CH:6][C:7]=1[OH:13]. The yield is 0.311. (2) The reactants are CC1(C)C2C(=C(P(C3C=CC=CC=3)C3C=CC=CC=3)C=CC=2)OC2C(P(C3C=CC=CC=3)C3C=CC=CC=3)=CC=CC1=2.Cl[C:44]1[C:45]2[C@H:52]([CH3:53])[CH2:51][CH2:50][C:46]=2[N:47]=[CH:48][N:49]=1.[CH2:54]([N:61]1[CH2:66][CH2:65][C:64]2([C:74]3[C:69](=[CH:70][CH:71]=[CH:72][C:73]=3[CH:75]([OH:77])[CH3:76])[NH:68][CH2:67]2)[CH2:63][CH2:62]1)[C:55]1[CH:60]=[CH:59][CH:58]=[CH:57][CH:56]=1.C([O-])([O-])=O.[Cs+].[Cs+]. The catalyst is CC([O-])=O.CC([O-])=O.[Pd+2].C1(C)C=CC=CC=1. The product is [CH2:54]([N:61]1[CH2:66][CH2:65][C:64]2([C:74]3[C:69](=[CH:70][CH:71]=[CH:72][C:73]=3[CH:75]([OH:77])[CH3:76])[N:68]([C:44]3[C:45]4[C@H:52]([CH3:53])[CH2:51][CH2:50][C:46]=4[N:47]=[CH:48][N:49]=3)[CH2:67]2)[CH2:63][CH2:62]1)[C:55]1[CH:60]=[CH:59][CH:58]=[CH:57][CH:56]=1. The yield is 0.310. (3) The reactants are [CH3:1][O:2][C:3](=[O:19])[C:4]1[CH:9]=[CH:8][CH:7]=[C:6]([CH2:10][N:11]2[CH:15]=[CH:14][C:13]([N+:16]([O-])=O)=[N:12]2)[CH:5]=1.CO.NN. The catalyst is C(OCC)(=O)C.[Ni].O. The product is [CH3:1][O:2][C:3](=[O:19])[C:4]1[CH:9]=[CH:8][CH:7]=[C:6]([CH2:10][N:11]2[CH:15]=[CH:14][C:13]([NH2:16])=[N:12]2)[CH:5]=1. The yield is 0.690. (4) The reactants are Br[C:2]1[C:11]2[C:6](=[CH:7][CH:8]=[C:9]([C:12]3[CH:13]=[N:14][C:15]([CH3:18])=[CH:16][CH:17]=3)[CH:10]=2)[C:5](=[O:19])[N:4]([CH3:20])[CH:3]=1.[CH2:21]([S:23]([NH:26][C:27]1[CH:28]=[C:29](B(O)O)[CH:30]=[CH:31][CH:32]=1)(=[O:25])=[O:24])[CH3:22].[O-]P([O-])([O-])=O.[K+].[K+].[K+]. The catalyst is O1CCOCC1.C1C=CC(P(C2C=CC=CC=2)[C-]2C=CC=C2)=CC=1.C1C=CC(P(C2C=CC=CC=2)[C-]2C=CC=C2)=CC=1.Cl[Pd]Cl.[Fe+2]. The product is [CH3:20][N:4]1[CH:3]=[C:2]([C:31]2[CH:32]=[C:27]([NH:26][S:23]([CH2:21][CH3:22])(=[O:24])=[O:25])[CH:28]=[CH:29][CH:30]=2)[C:11]2[C:6](=[CH:7][CH:8]=[C:9]([C:12]3[CH:13]=[N:14][C:15]([CH3:18])=[CH:16][CH:17]=3)[CH:10]=2)[C:5]1=[O:19]. The yield is 0.141. (5) The reactants are C(OC[N:10]1[C:14]2[CH:15]=[N:16][NH:17][C:18](=[O:19])[C:13]=2[C:12]([CH2:20][C:21]2[CH:26]=[CH:25][CH:24]=[C:23]([O:27][CH3:28])[N:22]=2)=[C:11]1[C:29]1[CH:34]=[CH:33][C:32]([O:35][CH:36]([F:38])[F:37])=[C:31]([O:39][CH:40]2[CH2:42][CH2:41]2)[CH:30]=1)C1C=CC=CC=1.C(OCN1C2C=NNC(=O)C=2C(CC2C=CC=CC=2F)=C1C1C=CC(OC(F)F)=C(OC2CC2)C=1)C1C=CC=CC=1. No catalyst specified. The product is [CH:40]1([O:39][C:31]2[CH:30]=[C:29]([C:11]3[NH:10][C:14]4[CH:15]=[N:16][NH:17][C:18](=[O:19])[C:13]=4[C:12]=3[CH2:20][C:21]3[CH:26]=[CH:25][CH:24]=[C:23]([O:27][CH3:28])[N:22]=3)[CH:34]=[CH:33][C:32]=2[O:35][CH:36]([F:38])[F:37])[CH2:42][CH2:41]1. The yield is 0.220. (6) The reactants are I[C:2]1[CH:7]=[C:6]([I:8])[N:5]=[N:4][C:3]=1[NH2:9].CCN(CC)CC.[C:17]([C:19]1([O:23][Si:24]([CH3:27])([CH3:26])[CH3:25])[CH2:22][O:21][CH2:20]1)#[CH:18]. The catalyst is C1COCC1.C1C=CC([P]([Pd]([P](C2C=CC=CC=2)(C2C=CC=CC=2)C2C=CC=CC=2)([P](C2C=CC=CC=2)(C2C=CC=CC=2)C2C=CC=CC=2)[P](C2C=CC=CC=2)(C2C=CC=CC=2)C2C=CC=CC=2)(C2C=CC=CC=2)C2C=CC=CC=2)=CC=1.[Cu]I. The product is [I:8][C:6]1[N:5]=[N:4][C:3]([NH2:9])=[C:2]([C:18]#[C:17][C:19]2([O:23][Si:24]([CH3:26])([CH3:25])[CH3:27])[CH2:22][O:21][CH2:20]2)[CH:7]=1. The yield is 1.00. (7) The product is [CH3:1][C:2]1[CH:7]=[CH:6][CH:5]=[CH:4][C:3]=1[O:8][CH2:12][CH2:11][CH2:10][Br:9]. The yield is 0.441. The catalyst is C(#N)C. The reactants are [CH3:1][C:2]1[CH:7]=[CH:6][CH:5]=[CH:4][C:3]=1[OH:8].[Br:9][CH2:10][CH2:11][CH2:12]Br.C([O-])([O-])=O.[Cs+].[Cs+]. (8) The reactants are Cl[C:2]1[N:3]=[C:4]2[C:9](=[CH:10][CH:11]=1)[N:8]=[CH:7][C:6]([C:12](=[O:14])[CH3:13])=[C:5]2[NH:15][C@H:16]1[CH2:21][CH2:20][C@H:19]([CH2:22][N:23]([CH3:25])[CH3:24])[CH2:18][CH2:17]1.CC1(C)C(C)(C)OB([C:34]2[CH:35]=[N:36][C:37]([C:40]#[N:41])=[N:38][CH:39]=2)O1. No catalyst specified. The product is [C:12]([C:6]1[C:5]([NH:15][C@H:16]2[CH2:21][CH2:20][C@H:19]([CH2:22][N:23]([CH3:25])[CH3:24])[CH2:18][CH2:17]2)=[C:4]2[C:9]([CH:10]=[CH:11][C:2]([C:34]3[CH:35]=[N:36][C:37]([C:40]#[N:41])=[N:38][CH:39]=3)=[N:3]2)=[N:8][CH:7]=1)(=[O:14])[CH3:13]. The yield is 0.230.